From a dataset of Peptide-MHC class I binding affinity with 185,985 pairs from IEDB/IMGT. Regression. Given a peptide amino acid sequence and an MHC pseudo amino acid sequence, predict their binding affinity value. This is MHC class I binding data. (1) The peptide sequence is TVLEFILQK. The MHC is HLA-A02:06 with pseudo-sequence HLA-A02:06. The binding affinity (normalized) is 0.385. (2) The peptide sequence is KVSVGSYFC. The MHC is HLA-A23:01 with pseudo-sequence HLA-A23:01. The binding affinity (normalized) is 0.0847. (3) The MHC is HLA-B45:06 with pseudo-sequence HLA-B45:06. The peptide sequence is MMWATAQAL. The binding affinity (normalized) is 0.213. (4) The peptide sequence is VTGSYNLVDT. The MHC is HLA-A02:06 with pseudo-sequence HLA-A02:06. The binding affinity (normalized) is 0. (5) The peptide sequence is YVIKVSARV. The MHC is HLA-B18:01 with pseudo-sequence HLA-B18:01. The binding affinity (normalized) is 0.178. (6) The peptide sequence is FLLTRILTI. The MHC is HLA-A68:02 with pseudo-sequence HLA-A68:02. The binding affinity (normalized) is 0.0748. (7) The peptide sequence is SHEGEGIPL. The MHC is HLA-B46:01 with pseudo-sequence HLA-B46:01. The binding affinity (normalized) is 0.0847.